From a dataset of Forward reaction prediction with 1.9M reactions from USPTO patents (1976-2016). Predict the product of the given reaction. (1) Given the reactants [CH2:1]([C:3]([C:22]1[CH:27]=[CH:26][C:25](/[CH:28]=[CH:29]/[C:30]([C:36]([F:39])([F:38])[F:37])([OH:35])[C:31]([F:34])([F:33])[F:32])=[C:24]([CH3:40])[CH:23]=1)([C:6]1[CH:11]=[CH:10][C:9](B2OC(C)(C)C(C)(C)O2)=[C:8]([CH3:21])[CH:7]=1)[CH2:4][CH3:5])[CH3:2].[CH2:41]([O:43][C:44](=[O:52])[CH2:45][C:46]1[N:47]=[C:48](Br)[S:49][CH:50]=1)[CH3:42].P([O-])([O-])([O-])=O.[K+].[K+].[K+], predict the reaction product. The product is: [CH2:41]([O:43][C:44](=[O:52])[CH2:45][C:46]1[N:47]=[C:48]([C:9]2[CH:10]=[CH:11][C:6]([C:3]([CH2:4][CH3:5])([C:22]3[CH:27]=[CH:26][C:25](/[CH:28]=[CH:29]/[C:30]([OH:35])([C:36]([F:38])([F:39])[F:37])[C:31]([F:34])([F:33])[F:32])=[C:24]([CH3:40])[CH:23]=3)[CH2:1][CH3:2])=[CH:7][C:8]=2[CH3:21])[S:49][CH:50]=1)[CH3:42]. (2) The product is: [O:33]=[C:31]1[O:30][N:29]=[C:28]([C:23]2[CH:24]=[CH:25][CH:26]=[CH:27][C:22]=2[C:19]2[CH:18]=[CH:17][C:16]([CH2:15][C:12]3[C:13](=[O:14])[N:8]([CH:5]4[CH2:6][CH2:7][C:2]5([O:46][C:44](=[O:45])[CH2:43][O:1]5)[CH2:3][CH2:4]4)[C:9]4[N:10]([N:37]=[CH:38][N:39]=4)[C:11]=3[CH2:34][CH2:35][CH3:36])=[CH:21][CH:20]=2)[NH:32]1. Given the reactants [O:1]=[C:2]1[CH2:7][CH2:6][CH:5]([N:8]2[C:13](=[O:14])[C:12]([CH2:15][C:16]3[CH:21]=[CH:20][C:19]([C:22]4[CH:27]=[CH:26][CH:25]=[CH:24][C:23]=4[C:28]4[NH:32][C:31](=[O:33])[O:30][N:29]=4)=[CH:18][CH:17]=3)=[C:11]([CH2:34][CH2:35][CH3:36])[N:10]3[N:37]=[CH:38][N:39]=[C:9]23)[CH2:4][CH2:3]1.C[Si](C)(C)O[CH2:43][C:44]([O:46][Si](C)(C)C)=[O:45].FC(F)(F)S(O[Si](C(C)(C)C)(C)C)(=O)=O.C(Cl)Cl, predict the reaction product. (3) Given the reactants [Br:1][C:2]1[CH:3]=[C:4]([CH:10]=[CH:11][CH:12]=1)[O:5][CH2:6][C:7](Cl)=[O:8].C(N(CC)CC)C.[NH2:20][CH:21]1[CH2:26][CH2:25][N:24]([C:27]([O:29][C:30]([CH3:33])([CH3:32])[CH3:31])=[O:28])[CH2:23][CH2:22]1, predict the reaction product. The product is: [Br:1][C:2]1[CH:3]=[C:4]([CH:10]=[CH:11][CH:12]=1)[O:5][CH2:6][C:7]([NH:20][CH:21]1[CH2:22][CH2:23][N:24]([C:27]([O:29][C:30]([CH3:33])([CH3:32])[CH3:31])=[O:28])[CH2:25][CH2:26]1)=[O:8].